From a dataset of Forward reaction prediction with 1.9M reactions from USPTO patents (1976-2016). Predict the product of the given reaction. (1) Given the reactants [Cl:1][C:2]1[N:3]=[C:4](Cl)[C:5]2[CH:11]=[CH:10][CH:9]=[N:8][C:6]=2[N:7]=1.NC1N=CC=CC=1C(O)=O.[C:23]([O:27][C:28]([N:30]1[CH2:35][CH2:34][NH:33][CH2:32][CH2:31]1)=[O:29])([CH3:26])([CH3:25])[CH3:24].CCN(C(C)C)C(C)C.P(=O)(O)(O)O, predict the reaction product. The product is: [C:23]([O:27][C:28]([N:30]1[CH2:35][CH2:34][N:33]([C:4]2[C:5]3[CH:11]=[CH:10][CH:9]=[N:8][C:6]=3[N:7]=[C:2]([Cl:1])[N:3]=2)[CH2:32][CH2:31]1)=[O:29])([CH3:26])([CH3:24])[CH3:25]. (2) The product is: [CH3:1][C:2]([C:6]1[CH:7]=[C:8]([C:13]2[N:18]=[C:17]([CH2:19][CH:20]3[S:24][C:23]([N:27]4[CH2:32][CH2:31][O:30][CH2:29][CH2:28]4)=[N:22][C:21]3=[O:26])[CH:16]=[CH:15][CH:14]=2)[CH:9]=[CH:10][C:11]=1[OH:12])([CH3:5])[CH2:3][CH3:4]. Given the reactants [CH3:1][C:2]([C:6]1[CH:7]=[C:8]([C:13]2[N:18]=[C:17]([CH2:19][CH:20]3[S:24][C:23](=S)[NH:22][C:21]3=[O:26])[CH:16]=[CH:15][CH:14]=2)[CH:9]=[CH:10][C:11]=1[OH:12])([CH3:5])[CH2:3][CH3:4].[NH:27]1[CH2:32][CH2:31][O:30][CH2:29][CH2:28]1, predict the reaction product.